Predict the reactants needed to synthesize the given product. From a dataset of Retrosynthesis with 50K atom-mapped reactions and 10 reaction types from USPTO. (1) Given the product CC(=O)COc1c([N+](=O)[O-])ccc(F)c1F, predict the reactants needed to synthesize it. The reactants are: CC(=O)CCl.O=[N+]([O-])c1ccc(F)c(F)c1O. (2) Given the product O=C(c1cc(Cl)ncn1)N(CC(F)(F)F)c1ccccc1, predict the reactants needed to synthesize it. The reactants are: FC(F)(F)CNc1ccccc1.O=C(O)c1cc(Cl)ncn1.